This data is from Peptide-MHC class II binding affinity with 134,281 pairs from IEDB. The task is: Regression. Given a peptide amino acid sequence and an MHC pseudo amino acid sequence, predict their binding affinity value. This is MHC class II binding data. (1) The peptide sequence is NKAGVRIYVDIVLNH. The binding affinity (normalized) is 0.369. The MHC is DRB1_0701 with pseudo-sequence DRB1_0701. (2) The peptide sequence is AKLMRDIPFRVGAVV. The MHC is DRB1_0901 with pseudo-sequence DRB1_0901. The binding affinity (normalized) is 0.370. (3) The peptide sequence is QPEQPQQSFPKQERP. The MHC is HLA-DQA10201-DQB10201 with pseudo-sequence HLA-DQA10201-DQB10202. The binding affinity (normalized) is 0. (4) The peptide sequence is IISTFHLSIPNFNQY. The MHC is DRB1_0301 with pseudo-sequence DRB1_0301. The binding affinity (normalized) is 0.395. (5) The peptide sequence is SYLIRALTLNTMTKD. The MHC is DRB1_0901 with pseudo-sequence DRB1_0901. The binding affinity (normalized) is 0.557. (6) The peptide sequence is IIFSQNMNIKLKMPL. The MHC is DRB5_0101 with pseudo-sequence DRB5_0101. The binding affinity (normalized) is 0.510. (7) The peptide sequence is IAGYKTFDGRGAQVY. The MHC is DRB5_0101 with pseudo-sequence DRB5_0101. The binding affinity (normalized) is 0.464.